From a dataset of Peptide-MHC class I binding affinity with 185,985 pairs from IEDB/IMGT. Regression. Given a peptide amino acid sequence and an MHC pseudo amino acid sequence, predict their binding affinity value. This is MHC class I binding data. (1) The peptide sequence is GMFTNRSGFQ. The MHC is HLA-A03:01 with pseudo-sequence HLA-A03:01. The binding affinity (normalized) is 0. (2) The peptide sequence is KSFEIDKGIY. The MHC is HLA-A30:02 with pseudo-sequence HLA-A30:02. The binding affinity (normalized) is 0.856. (3) The peptide sequence is SSYIDFENTK. The MHC is HLA-A31:01 with pseudo-sequence HLA-A31:01. The binding affinity (normalized) is 0.545. (4) The MHC is HLA-A68:01 with pseudo-sequence HLA-A68:01. The binding affinity (normalized) is 0.738. The peptide sequence is KSSSIDVDKR.